Dataset: Forward reaction prediction with 1.9M reactions from USPTO patents (1976-2016). Task: Predict the product of the given reaction. (1) Given the reactants C[O:2][C:3]([C:5]1[C:14]([F:15])=[C:13]2[C:8]([CH2:9][C:10]([CH3:29])([CH3:28])[CH:11]([C:16]3[CH:21]=[CH:20][CH:19]=[C:18]([N:22]4[CH2:27][CH2:26][O:25][CH2:24][CH2:23]4)[CH:17]=3)[NH:12]2)=[CH:7][CH:6]=1)=[O:4].[OH-].[Na+].Cl, predict the reaction product. The product is: [F:15][C:14]1[C:5]([C:3]([OH:4])=[O:2])=[CH:6][CH:7]=[C:8]2[C:13]=1[NH:12][CH:11]([C:16]1[CH:21]=[CH:20][CH:19]=[C:18]([N:22]3[CH2:27][CH2:26][O:25][CH2:24][CH2:23]3)[CH:17]=1)[C:10]([CH3:28])([CH3:29])[CH2:9]2. (2) Given the reactants [Cl:1][C:2]1[N:3]=[CH:4][C:5]2[CH:10]=[CH:9][NH:8][C:6]=2[N:7]=1.Br[C:12]1[CH:24]=[C:23]([F:25])[C:15]([CH2:16][N:17]2[CH2:22][CH2:21][O:20][CH2:19][CH2:18]2)=[C:14]([F:26])[CH:13]=1.[O-]P([O-])([O-])=O.[K+].[K+].[K+].N[C@@H]1CCCC[C@H]1N, predict the reaction product. The product is: [Cl:1][C:2]1[N:3]=[CH:4][C:5]2[CH:10]=[CH:9][N:8]([C:12]3[CH:13]=[C:14]([F:26])[C:15]([CH2:16][N:17]4[CH2:22][CH2:21][O:20][CH2:19][CH2:18]4)=[C:23]([F:25])[CH:24]=3)[C:6]=2[N:7]=1. (3) Given the reactants [CH3:1][C:2]1[C:6]([CH2:7][N:8]2[CH:12]=[C:11]([N:13]3[C:17](=[O:18])[CH2:16][NH:15][C:14]3=[O:19])[CH:10]=[N:9]2)=[C:5]([CH3:20])[O:4][N:3]=1.Br[CH2:22][C:23]1[CH:27]=[C:26]([CH3:28])[N:25]([CH3:29])[N:24]=1, predict the reaction product. The product is: [CH3:29][N:25]1[C:26]([CH3:28])=[CH:27][C:23]([CH2:22][N:15]2[CH2:16][C:17](=[O:18])[N:13]([C:11]3[CH:10]=[N:9][N:8]([CH2:7][C:6]4[C:2]([CH3:1])=[N:3][O:4][C:5]=4[CH3:20])[CH:12]=3)[C:14]2=[O:19])=[N:24]1. (4) Given the reactants [C:1]1([S:7]([NH:10][C:11]2[CH:16]=[CH:15][C:14]([N:17]([C:24]3[CH:31]=[CH:30][C:27]([C:28]#[N:29])=[CH:26][CH:25]=3)[CH2:18][C:19]([NH:21][CH2:22][CH3:23])=[O:20])=[CH:13][CH:12]=2)(=[O:9])=[O:8])[CH:6]=[CH:5][CH:4]=[CH:3][CH:2]=1.Cl.C(=O)([O-])[O-].[NH4+:37].[NH4+], predict the reaction product. The product is: [C:1]1([S:7]([NH:10][C:11]2[CH:12]=[CH:13][C:14]([N:17]([C:24]3[CH:25]=[CH:26][C:27]([C:28]([NH2:37])=[NH:29])=[CH:30][CH:31]=3)[CH2:18][C:19]([NH:21][CH2:22][CH3:23])=[O:20])=[CH:15][CH:16]=2)(=[O:8])=[O:9])[CH:2]=[CH:3][CH:4]=[CH:5][CH:6]=1. (5) Given the reactants Br[C:2]1[C:6]([C:7]2[CH:12]=[CH:11][C:10]([O:13][CH3:14])=[CH:9][CH:8]=2)=[CH:5][S:4][CH:3]=1.[C:15]([C:17]1[CH:22]=[CH:21][C:20](B(O)O)=[C:19]([CH3:26])[CH:18]=1)#[N:16].C(=O)([O-])[O-].[Na+].[Na+].C1(C)C=CC=CC=1, predict the reaction product. The product is: [CH3:14][O:13][C:10]1[CH:11]=[CH:12][C:7]([C:6]2[C:2]([C:20]3[CH:21]=[CH:22][C:17]([C:15]#[N:16])=[CH:18][C:19]=3[CH3:26])=[CH:3][S:4][CH:5]=2)=[CH:8][CH:9]=1. (6) Given the reactants [F:1][C:2]1[CH:7]=[CH:6][C:5](I)=[CH:4][CH:3]=1.[PH2:9]([O-:11])=[O:10].[NH3+][C:13]1C=CC=C[CH:14]=1.NCCC[Si](OCC)(OCC)OCC.C1(P(C2C=CC=CC=2)CCCP(C2C=CC=CC=2)C2C=CC=CC=2)C=CC=CC=1, predict the reaction product. The product is: [F:1][C:2]1[CH:7]=[CH:6][C:5]([PH:9](=[O:11])[O:10][CH2:13][CH3:14])=[CH:4][CH:3]=1. (7) Given the reactants [Br:1][C:2]1[CH:7]=[CH:6][CH:5]=[CH:4][C:3]=1[CH2:8]Br.[O-:10][S:11]([O-:13])=[O:12].[Na+:14].[Na+], predict the reaction product. The product is: [Br:1][C:2]1[CH:7]=[CH:6][CH:5]=[CH:4][C:3]=1[CH2:8][S:11]([O-:13])(=[O:12])=[O:10].[Na+:14].